This data is from Forward reaction prediction with 1.9M reactions from USPTO patents (1976-2016). The task is: Predict the product of the given reaction. (1) Given the reactants FC(F)(F)C(O)=O.[CH3:8][O:9][N:10]=[CH:11][C:12]1[C:13]([NH2:24])=[N:14][CH:15]=[N:16][C:17]=1[N:18]1[CH2:22][CH2:21][CH:20]([NH2:23])[CH2:19]1.[N+](C1C=CC([O:34][C:35](=O)[NH:36][C:37]2[CH:42]=[CH:41][C:40]([O:43][CH:44]([CH3:46])[CH3:45])=[CH:39][CH:38]=2)=CC=1)([O-])=O.CCN(C(C)C)C(C)C, predict the reaction product. The product is: [NH2:24][C:13]1[N:14]=[CH:15][N:16]=[C:17]([N:18]2[CH2:22][CH2:21][CH:20]([NH:23][C:35]([NH:36][C:37]3[CH:42]=[CH:41][C:40]([O:43][CH:44]([CH3:46])[CH3:45])=[CH:39][CH:38]=3)=[O:34])[CH2:19]2)[C:12]=1[CH:11]=[N:10][O:9][CH3:8]. (2) Given the reactants Cl.[NH2:2][C@@H:3]([CH2:9][C:10]1[CH:15]=[CH:14][CH:13]=[CH:12][CH:11]=1)[C:4]([N:6]([CH3:8])[CH3:7])=[O:5].CC[N:18]([CH:22]([CH3:24])[CH3:23])[CH:19]([CH3:21])[CH3:20].C1C=[CH:27][C:28]2N(O)N=[N:31][C:29]=2[CH:30]=1.[OH2:35].CCN=C=NCCCN(C)C, predict the reaction product. The product is: [CH3:7][N:6]([CH3:8])[C:4]([C@@H:3]([NH:2][C:21]([C:19]1[NH:18][C:22]2=[CH:23][N:31]=[C:29]([C:28]#[CH:27])[CH:30]=[C:24]2[CH:20]=1)=[O:35])[CH2:9][C:10]1[CH:11]=[CH:12][CH:13]=[CH:14][CH:15]=1)=[O:5].